From a dataset of Full USPTO retrosynthesis dataset with 1.9M reactions from patents (1976-2016). Predict the reactants needed to synthesize the given product. (1) Given the product [N:11]1([CH2:14][C:15]([NH:17][C@@H:18]2[CH2:22][CH2:21][N:20]([S:23]([C:26]3[C:27]4[C:28]([Cl:36])=[CH:29][N:30]=[CH:31][C:32]=4[CH:33]=[CH:34][CH:35]=3)(=[O:25])=[O:24])[CH2:19]2)=[O:16])[CH2:12][CH2:13][NH:8][CH2:9][CH2:10]1, predict the reactants needed to synthesize it. The reactants are: C(OC([N:8]1[CH2:13][CH2:12][N:11]([CH2:14][C:15]([NH:17][C@H:18]2[CH2:22][CH2:21][N:20]([S:23]([C:26]3[C:27]4[C:28]([Cl:36])=[CH:29][N:30]=[CH:31][C:32]=4[CH:33]=[CH:34][CH:35]=3)(=[O:25])=[O:24])[CH2:19]2)=[O:16])[CH2:10][CH2:9]1)=O)(C)(C)C.Cl.C(OC(N1CCN(CC(O)=O)CC1)=O)(C)(C)C.COCC(O)=O. (2) Given the product [Cl:35][C:36]1[CH:37]=[C:38]([S:43]([N:7]2[C:8]3[C:13](=[CH:12][CH:11]=[CH:10][CH:9]=3)[CH2:14][CH2:15][CH:6]2[CH2:4][O:3][CH2:50][C:51]([OH:53])=[O:52])(=[O:45])=[O:44])[CH:39]=[CH:40][C:41]=1[Cl:42], predict the reactants needed to synthesize it. The reactants are: C([O:3][C:4]([CH:6]1[CH2:15][CH2:14][C:13]2[C:8](=[CH:9][CH:10]=[CH:11][CH:12]=2)[NH:7]1)=O)C.[H-].[H-].[H-].[H-].[Li+].[Al+3].[O-]S([O-])(=O)=O.[Na+].[Na+].N1C=CC=CC=1.[Cl:35][C:36]1[CH:37]=[C:38]([S:43](Cl)(=[O:45])=[O:44])[CH:39]=[CH:40][C:41]=1[Cl:42].[H-].[Na+].Br[CH2:50][C:51]([OH:53])=[O:52].C(O)(C(F)(F)F)=O. (3) Given the product [C:1]([O:5][C:6]([NH:8][C@@H:9]1[CH2:13][CH2:12][N:11]([C:14]2[N:23]=[C:22]3[C:17]([C:18](=[O:40])[C:19]([C:35]([OH:37])=[O:36])=[CH:20][N:21]3[CH2:24][C:25]3[CH:30]=[CH:29][C:28]([O:31][CH3:32])=[CH:27][C:26]=3[O:33][CH3:34])=[C:16]([CH3:41])[C:15]=2[F:42])[CH2:10]1)=[O:7])([CH3:4])([CH3:3])[CH3:2], predict the reactants needed to synthesize it. The reactants are: [C:1]([O:5][C:6]([NH:8][C@@H:9]1[CH2:13][CH2:12][N:11]([C:14]2[N:23]=[C:22]3[C:17]([C:18](=[O:40])[C:19]([C:35]([O:37]CC)=[O:36])=[CH:20][N:21]3[CH2:24][C:25]3[CH:30]=[CH:29][C:28]([O:31][CH3:32])=[CH:27][C:26]=3[O:33][CH3:34])=[C:16]([CH3:41])[C:15]=2[F:42])[CH2:10]1)=[O:7])([CH3:4])([CH3:3])[CH3:2]. (4) Given the product [Cl:1][C:2]1[C:9]([NH:12][C:13]2[CH:18]=[CH:17][CH:16]=[CH:15][C:14]=2[CH3:19])=[N:8][CH:7]=[C:6]([Cl:11])[C:3]=1[C:4]#[N:5], predict the reactants needed to synthesize it. The reactants are: [Cl:1][C:2]1[C:9](F)=[N:8][CH:7]=[C:6]([Cl:11])[C:3]=1[C:4]#[N:5].[NH2:12][C:13]1[C:14]([CH3:19])=[CH:15][CH:16]=[CH:17][CH:18]=1. (5) Given the product [Cl:1][CH2:2][CH2:3][CH2:4][C:5]1[CH:6]=[C:7]2[C:12](=[CH:13][C:14]=1[F:15])[NH:11][CH2:10][CH2:9][C:8]2([CH3:18])[CH3:17], predict the reactants needed to synthesize it. The reactants are: [Cl:1][CH2:2][CH2:3][CH2:4][C:5]1[CH:6]=[C:7]2[C:12](=[CH:13][C:14]=1[F:15])[NH:11][C:10](=O)[CH2:9][C:8]2([CH3:18])[CH3:17].B.C1COCC1. (6) The reactants are: [C:1](=O)([O-])[O-].[K+].[K+].[CH:7]([CH:9]1[CH2:13][N:12]([C:14]([O:16][C:17]([CH3:20])([CH3:19])[CH3:18])=[O:15])[CH:11]([CH3:21])[CH2:10]1)=O.[N+](=C(P(=O)(OC)OC)C(=O)C)=[N-]. Given the product [C:7]([CH:9]1[CH2:13][N:12]([C:14]([O:16][C:17]([CH3:20])([CH3:19])[CH3:18])=[O:15])[CH:11]([CH3:21])[CH2:10]1)#[CH:1], predict the reactants needed to synthesize it. (7) Given the product [C:24]([CH:25]([O:22][C:3]1[CH:4]=[C:5]2[C:10](=[C:11]([F:12])[C:2]=1[F:1])[CH2:9][CH:8]([CH:13]1[CH2:18][CH2:17][CH:16]([CH2:19][CH2:20][CH3:21])[CH2:15][CH2:14]1)[CH2:7][CH2:6]2)[CH2:26][CH2:27][CH3:28])#[CH:23], predict the reactants needed to synthesize it. The reactants are: [F:1][C:2]1[C:3]([OH:22])=[CH:4][C:5]2[CH2:6][CH2:7][CH:8]([CH:13]3[CH2:18][CH2:17][CH:16]([CH2:19][CH2:20][CH3:21])[CH2:15][CH2:14]3)[CH2:9][C:10]=2[C:11]=1[F:12].[CH:23]#[C:24][CH:25](O)[CH2:26][CH2:27][CH3:28].C1(P(C2C=CC=CC=2)C2C=CC=CC=2)C=CC=CC=1.CC(OC(/N=N/C(OC(C)C)=O)=O)C. (8) Given the product [Br:12][C:13]1[CH:20]=[CH:19][C:16]([CH:17]=[C:24]2[CH2:25][CH2:26][CH2:27][C:22]2=[O:9])=[CH:15][CH:14]=1, predict the reactants needed to synthesize it. The reactants are: C1(N2CC[O:9]CC2)CCCC=1.[Br:12][C:13]1[CH:20]=[CH:19][C:16]([CH:17]=O)=[CH:15][CH:14]=1.Cl.[CH:22]1[CH:27]=[CH:26][CH:25]=[CH:24]C=1.